From a dataset of Full USPTO retrosynthesis dataset with 1.9M reactions from patents (1976-2016). Predict the reactants needed to synthesize the given product. (1) Given the product [CH:34]([CH:7]1[N:8]([C:11]([O:13][C:14]([CH3:17])([CH3:16])[CH3:15])=[O:12])[CH2:9][CH2:10][C:5]2([CH2:1][CH2:2][CH2:3][CH2:4]2)[CH2:6]1)=[O:35], predict the reactants needed to synthesize it. The reactants are: [CH2:1]1[C:5]2([CH2:10][CH2:9][N:8]([C:11]([O:13][C:14]([CH3:17])([CH3:16])[CH3:15])=[O:12])[CH2:7][CH2:6]2)[CH2:4][CH2:3][CH2:2]1.CN(C)CCN(C)C.CCCCCC.CN(C)[CH:34]=[O:35].[NH4+].[Cl-]. (2) Given the product [NH2:1][C:2]1[N:7]=[C:6]([NH:37][C:28]2[CH:33]=[CH:32][CH:31]=[CH:30][CH:29]=2)[C:5]([C:11]2[CH:12]=[CH:13][C:14](=[O:20])[N:15]([CH:17]([CH3:19])[CH3:18])[N:16]=2)=[C:4]([C:21]2[CH:26]=[CH:25][CH:24]=[CH:23][CH:22]=2)[N:3]=1, predict the reactants needed to synthesize it. The reactants are: [NH2:1][C:2]1[N:7]=[C:6](S(C)=O)[C:5]([C:11]2[CH:12]=[CH:13][C:14](=[O:20])[N:15]([CH:17]([CH3:19])[CH3:18])[N:16]=2)=[C:4]([C:21]2[CH:26]=[CH:25][CH:24]=[CH:23][CH:22]=2)[N:3]=1.C(N)[C:28]1[CH:33]=[CH:32][CH:31]=[CH:30][CH:29]=1.O.C[N:37](C)C(=O)C. (3) Given the product [ClH:33].[CH3:1][C:2]1[C:3]([C:12]2[CH:32]=[C:15]3[N:16]=[C:17]([N:27]4[CH2:28][CH2:29][CH2:30][CH2:31]4)[CH:18]=[C:19]([NH:20][CH:21]4[CH2:22][CH2:23][O:24][CH2:25][CH2:26]4)[N:14]3[N:13]=2)=[N:4][C:5]2[C:10]([N:11]=1)=[CH:9][CH:8]=[CH:7][CH:6]=2, predict the reactants needed to synthesize it. The reactants are: [CH3:1][C:2]1[C:3]([C:12]2[CH:32]=[C:15]3[N:16]=[C:17]([N:27]4[CH2:31][CH2:30][CH2:29][CH2:28]4)[CH:18]=[C:19]([NH:20][CH:21]4[CH2:26][CH2:25][O:24][CH2:23][CH2:22]4)[N:14]3[N:13]=2)=[N:4][C:5]2[C:10]([N:11]=1)=[CH:9][CH:8]=[CH:7][CH:6]=2.[ClH:33].O. (4) Given the product [Cl:25][C:26]1[N:30]2[CH:31]=[C:32]([CH:39]3[CH2:40][CH2:41]3)[CH:33]=[C:34]([C:35]([F:37])([F:36])[F:38])[C:29]2=[N:28][C:27]=1[C:42]([N:45]1[CH2:50][CH2:49][CH:48]([N:51]2[C:52](=[O:57])[CH2:53][CH2:54][C:55]2=[O:56])[CH2:47][CH2:46]1)=[O:43], predict the reactants needed to synthesize it. The reactants are: CN(C(ON1N=NC2C=CC=NC1=2)=[N+](C)C)C.F[P-](F)(F)(F)(F)F.[Cl:25][C:26]1[N:30]2[CH:31]=[C:32]([CH:39]3[CH2:41][CH2:40]3)[CH:33]=[C:34]([C:35]([F:38])([F:37])[F:36])[C:29]2=[N:28][C:27]=1[C:42](O)=[O:43].[NH:45]1[CH2:50][CH2:49][CH:48]([N:51]2[C:55](=[O:56])[CH2:54][CH2:53][C:52]2=[O:57])[CH2:47][CH2:46]1.CCN(C(C)C)C(C)C.Cl.